From a dataset of Reaction yield outcomes from USPTO patents with 853,638 reactions. Predict the reaction yield, written as a fraction of the theoretical maximum amount of product (1.0 means a 100% yield; for example, 0.34 means a 34% yield). (1) The reactants are [OH:1][C:2]1[C:7]([CH:8]=[O:9])=[CH:6][C:5]([O:10][CH3:11])=[N:4][CH:3]=1.Cl.Cl[CH2:14][C:15]1[C:16]([C:21]2[N:25]([CH2:26][C:27]([O:29][CH2:30][CH3:31])=[O:28])[N:24]=[CH:23][CH:22]=2)=[N:17][CH:18]=[CH:19][CH:20]=1.C([O-])([O-])=O.[K+].[K+]. The catalyst is CN(C=O)C. The product is [CH:8]([C:7]1[CH:6]=[C:5]([O:10][CH3:11])[N:4]=[CH:3][C:2]=1[O:1][CH2:14][C:15]1[C:16]([C:21]2[N:25]([CH2:26][C:27]([O:29][CH2:30][CH3:31])=[O:28])[N:24]=[CH:23][CH:22]=2)=[N:17][CH:18]=[CH:19][CH:20]=1)=[O:9]. The yield is 0.940. (2) The reactants are [CH3:1][S:2]([NH:5][C:6]1[CH:11]=[CH:10][C:9]([C@@H:12]([OH:19])[CH2:13][CH2:14][C:15]([O:17]C)=O)=[CH:8][CH:7]=1)(=[O:4])=[O:3].CC1C=CC(S(O)(=O)=O)=CC=1.O. The catalyst is C(Cl)Cl. The product is [O:17]=[C:15]1[O:19][C@H:12]([C:9]2[CH:8]=[CH:7][C:6]([NH:5][S:2]([CH3:1])(=[O:3])=[O:4])=[CH:11][CH:10]=2)[CH2:13][CH2:14]1. The yield is 0.760. (3) The reactants are C[O:2][C:3](=O)[C:4]([NH:16][C:17](=[O:41])[C:18]1[CH:23]=[C:22]([C:24]#[C:25][C:26]2[CH:31]=[CH:30][C:29]([C:32](=[O:34])[NH2:33])=[CH:28][C:27]=2[CH3:35])[CH:21]=[CH:20][C:19]=1[O:36][C:37]([F:40])([F:39])[F:38])([CH3:15])[CH2:5][C:6]1[C:14]2[C:9](=[CH:10][CH:11]=[CH:12][CH:13]=2)[NH:8][CH:7]=1.[BH4-].[Li+]. The catalyst is C1COCC1. The product is [C:32]([C:29]1[CH:30]=[CH:31][C:26]([C:25]#[C:24][C:22]2[CH:21]=[CH:20][C:19]([O:36][C:37]([F:38])([F:39])[F:40])=[C:18]([CH:23]=2)[C:17]([NH:16][C:4]([CH2:5][C:6]2[C:14]3[C:9](=[CH:10][CH:11]=[CH:12][CH:13]=3)[NH:8][CH:7]=2)([CH3:15])[CH2:3][OH:2])=[O:41])=[C:27]([CH3:35])[CH:28]=1)(=[O:34])[NH2:33]. The yield is 0.160. (4) The reactants are [OH:1][C:2]1[C:7]([C:8](=[O:19])[CH:9]=[CH:10][C:11]2[CH:16]=[CH:15][C:14]([O:17][CH3:18])=[CH:13][CH:12]=2)=[C:6]([O:20][CH3:21])[C:5]([O:22][CH3:23])=[C:4]([O:24][CH3:25])[CH:3]=1.II. The catalyst is CS(C)=O. The product is [CH3:18][O:17][C:14]1[CH:13]=[CH:12][C:11]([C:10]2[O:1][C:2]3[C:7]([C:8](=[O:19])[CH:9]=2)=[C:6]([O:20][CH3:21])[C:5]([O:22][CH3:23])=[C:4]([O:24][CH3:25])[CH:3]=3)=[CH:16][CH:15]=1. The yield is 0.810.